Task: Regression. Given two drug SMILES strings and cell line genomic features, predict the synergy score measuring deviation from expected non-interaction effect.. Dataset: NCI-60 drug combinations with 297,098 pairs across 59 cell lines Drug 1: CC1C(C(CC(O1)OC2CC(OC(C2O)C)OC3=CC4=CC5=C(C(=O)C(C(C5)C(C(=O)C(C(C)O)O)OC)OC6CC(C(C(O6)C)O)OC7CC(C(C(O7)C)O)OC8CC(C(C(O8)C)O)(C)O)C(=C4C(=C3C)O)O)O)O. Drug 2: CS(=O)(=O)OCCCCOS(=O)(=O)C. Cell line: SNB-19. Synergy scores: CSS=8.56, Synergy_ZIP=-1.01, Synergy_Bliss=-1.73, Synergy_Loewe=-13.8, Synergy_HSA=-1.08.